From a dataset of Full USPTO retrosynthesis dataset with 1.9M reactions from patents (1976-2016). Predict the reactants needed to synthesize the given product. (1) Given the product [F:13][C:10]1[CH:11]=[CH:12][C:7]([C:6]2[N:5]([CH:14]3[CH2:19][CH2:18][S:17][CH2:16][CH2:15]3)[N:4]=[C:3]([CH3:20])[C:2]=2[C:29]2[CH:30]=[CH:31][C:32]3[O:37][CH2:36][C:35](=[O:38])[NH:34][C:33]=3[CH:39]=2)=[CH:8][CH:9]=1, predict the reactants needed to synthesize it. The reactants are: Br[C:2]1[C:3]([CH3:20])=[N:4][N:5]([CH:14]2[CH2:19][CH2:18][S:17][CH2:16][CH2:15]2)[C:6]=1[C:7]1[CH:12]=[CH:11][C:10]([F:13])=[CH:9][CH:8]=1.CC1(C)C(C)(C)OB([C:29]2[CH:30]=[CH:31][C:32]3[O:37][CH2:36][C:35](=[O:38])[NH:34][C:33]=3[CH:39]=2)O1.C(=O)([O-])[O-].[Cs+].[Cs+]. (2) Given the product [Cl:1][C:2]1[CH:3]=[C:4]([N:10]2[C:14]([CH2:15][CH3:16])=[C:13]([CH2:17][C:18]3[CH:19]=[CH:20][C:21]([C:22]([OH:24])=[O:23])=[CH:26][CH:27]=3)[C:12]([CH2:28][CH3:29])=[N:11]2)[CH:5]=[CH:6][C:7]=1[C:8]#[N:9], predict the reactants needed to synthesize it. The reactants are: [Cl:1][C:2]1[CH:3]=[C:4]([N:10]2[C:14]([CH2:15][CH3:16])=[C:13]([CH2:17][C:18]3[CH:27]=[CH:26][C:21]([C:22]([O:24]C)=[O:23])=[CH:20][CH:19]=3)[C:12]([CH2:28][CH3:29])=[N:11]2)[CH:5]=[CH:6][C:7]=1[C:8]#[N:9].C1COCC1.O.[OH-].[Li+]. (3) Given the product [NH2:7][C:8]([C:10]1[CH:15]=[CH:14][C:13]([C:16]([NH:27][C:28]2[CH:33]=[CH:32][C:31]([C:34]3[N:35]=[CH:36][N:37]([CH3:39])[CH:38]=3)=[CH:30][CH:29]=2)=[C:17]2[C:21]3[CH:22]=[CH:23][CH:24]=[CH:25][C:20]=3[O:19][C:18]2=[O:26])=[CH:12][CH:11]=1)([CH3:40])[CH3:9], predict the reactants needed to synthesize it. The reactants are: C(OC(=O)[NH:7][C:8]([CH3:40])([C:10]1[CH:15]=[CH:14][C:13]([C:16]([NH:27][C:28]2[CH:33]=[CH:32][C:31]([C:34]3[N:35]=[CH:36][N:37]([CH3:39])[CH:38]=3)=[CH:30][CH:29]=2)=[C:17]2[C:21]3[CH:22]=[CH:23][CH:24]=[CH:25][C:20]=3[O:19][C:18]2=[O:26])=[CH:12][CH:11]=1)[CH3:9])(C)(C)C.Cl. (4) Given the product [Br:1][CH:12]1[CH2:11][CH2:10][O:9][CH:13]1[O:17][CH2:14][C:15]#[CH:16], predict the reactants needed to synthesize it. The reactants are: [Br:1]N1C(=O)CCC1=O.[O:9]1[CH:13]=[CH:12][CH2:11][CH2:10]1.[CH2:14]([OH:17])[C:15]#[CH:16]. (5) Given the product [CH3:41][O:40][C:37]1[CH:38]=[CH:39][C:34]([CH2:33][N:16]2[C:17]3=[N:18][CH:19]=[CH:20][C:21]([O:23][C:24]4[CH:25]=[CH:26][C:27]([C:28](=[O:29])[NH:50][C:46]5[CH:45]=[C:44]([O:43][CH3:42])[CH:49]=[CH:48][N:47]=5)=[CH:31][CH:32]=4)=[C:22]3[C:14]([NH:13][C@@H:10]3[CH2:11][CH2:12][N:8]([C:6]([O:5][C:1]([CH3:2])([CH3:3])[CH3:4])=[O:7])[CH2:9]3)=[N:15]2)=[CH:35][CH:36]=1, predict the reactants needed to synthesize it. The reactants are: [C:1]([O:5][C:6]([N:8]1[CH2:12][CH2:11][C@H:10]([NH:13][C:14]2[C:22]3[C:17](=[N:18][CH:19]=[CH:20][C:21]=3[O:23][C:24]3[CH:32]=[CH:31][C:27]([C:28](O)=[O:29])=[CH:26][CH:25]=3)[N:16]([CH2:33][C:34]3[CH:39]=[CH:38][C:37]([O:40][CH3:41])=[CH:36][CH:35]=3)[N:15]=2)[CH2:9]1)=[O:7])([CH3:4])([CH3:3])[CH3:2].[CH3:42][O:43][C:44]1[CH:49]=[CH:48][N:47]=[C:46]([NH2:50])[CH:45]=1. (6) Given the product [CH3:27][N:28]([CH3:33])[CH2:29][CH2:30][CH2:31][NH:32][C:21](=[O:22])[C:20]1[CH:19]=[CH:18][C:17]([N:15]2[C:14](=[O:26])[C:13]3=[C:4]([CH:1]4[CH2:3][CH2:2]4)[NH:5][C:6]4[CH:7]=[CH:8][CH:9]=[CH:10][C:11]=4[C:12]3=[N:16]2)=[CH:25][CH:24]=1, predict the reactants needed to synthesize it. The reactants are: [CH:1]1([C:4]2[NH:5][C:6]3[CH:7]=[CH:8][CH:9]=[CH:10][C:11]=3[C:12]3[C:13]=2[C:14](=[O:26])[N:15]([C:17]2[CH:25]=[CH:24][C:20]([C:21](Cl)=[O:22])=[CH:19][CH:18]=2)[N:16]=3)[CH2:3][CH2:2]1.[CH3:27][N:28]([CH3:33])[CH2:29][CH2:30][CH2:31][NH2:32]. (7) Given the product [Cl:1][C:2]1[CH:7]=[CH:6][N:5]=[C:4]([CH2:8][NH:9][C:10]2[O:11][C:12]3[C:18]([O:19][CH3:20])=[CH:17][C:16]([C:21]([N:23]4[CH2:30][CH2:29][CH2:28][C:24]4([C:25]([N:36]4[CH2:37][CH:34]([F:33])[CH2:35]4)=[O:26])[CH3:31])=[O:22])=[CH:15][C:13]=3[N:14]=2)[CH:3]=1, predict the reactants needed to synthesize it. The reactants are: [Cl:1][C:2]1[CH:7]=[CH:6][N:5]=[C:4]([CH2:8][NH:9][C:10]2[O:11][C:12]3[C:18]([O:19][CH3:20])=[CH:17][C:16]([C:21]([N:23]4[CH2:30][CH2:29][CH2:28][C@@:24]4([CH3:31])[C:25](O)=[O:26])=[O:22])=[CH:15][C:13]=3[N:14]=2)[CH:3]=1.Cl.[F:33][CH:34]1[CH2:37][NH:36][CH2:35]1.C(N(CC)C(C)C)(C)C.CN(C(ON1N=NC2C=CC=NC1=2)=[N+](C)C)C.F[P-](F)(F)(F)(F)F. (8) Given the product [F:39][CH:2]([F:1])[C:3]1[CH:7]=[C:6]([CH:8]([F:9])[F:10])[N:5]([CH2:11][C:12]([N:14]2[CH2:15][CH2:16][CH:17]([C:20]3[S:21][CH:22]=[C:23]([C:25]4[CH2:29][CH:28]([C:30]5[C:35]([F:36])=[CH:34][CH:33]=[C:32]([O:37][CH2:51][C:50]#[CH:49])[C:31]=5[F:38])[O:27][N:26]=4)[N:24]=3)[CH2:18][CH2:19]2)=[O:13])[N:4]=1, predict the reactants needed to synthesize it. The reactants are: [F:1][CH:2]([F:39])[C:3]1[CH:7]=[C:6]([CH:8]([F:10])[F:9])[N:5]([CH2:11][C:12]([N:14]2[CH2:19][CH2:18][CH:17]([C:20]3[S:21][CH:22]=[C:23]([C:25]4[CH2:29][CH:28]([C:30]5[C:35]([F:36])=[CH:34][CH:33]=[C:32]([OH:37])[C:31]=5[F:38])[O:27][N:26]=4)[N:24]=3)[CH2:16][CH2:15]2)=[O:13])[N:4]=1.C(=O)([O-])[O-].[K+].[K+].[I-].[K+].Br[CH2:49][C:50]#[CH:51].[Cl-].[NH4+].